Dataset: Forward reaction prediction with 1.9M reactions from USPTO patents (1976-2016). Task: Predict the product of the given reaction. (1) Given the reactants [Fe-3:1]([C:12]#[N:13])([C:10]#[N:11])([C:8]#[N:9])([C:6]#[N:7])([C:4]#[N:5])[C:2]#[N:3], predict the reaction product. The product is: [Fe-4:1]([C:10]#[N:11])([C:6]#[N:7])([C:2]#[N:3])([C:4]#[N:5])([C:8]#[N:9])[C:12]#[N:13].[Fe-3:1]([C:10]#[N:11])([C:6]#[N:7])([C:2]#[N:3])([C:4]#[N:5])([C:8]#[N:9])[C:12]#[N:13]. (2) Given the reactants [CH:1]1([C:7]2[C:15]3[C:14](=[O:16])[NH:13][C:12]([C:17]4[CH:22]=[CH:21][C:20]([N:23]5[CH2:28][CH2:27][CH:26]([OH:29])[CH2:25][CH2:24]5)=[CH:19][C:18]=4[O:30][CH3:31])=[N:11][C:10]=3[N:9]([CH3:32])[N:8]=2)[CH2:6][CH2:5][CH2:4][CH2:3][CH2:2]1.[CH3:33][S:34]([OH:37])(=[O:36])=[O:35], predict the reaction product. The product is: [CH3:33][S:34]([OH:37])(=[O:36])=[O:35].[CH:1]1([C:7]2[C:15]3[C:14](=[O:16])[NH:13][C:12]([C:17]4[CH:22]=[CH:21][C:20]([N:23]5[CH2:28][CH2:27][CH:26]([OH:29])[CH2:25][CH2:24]5)=[CH:19][C:18]=4[O:30][CH3:31])=[N:11][C:10]=3[N:9]([CH3:32])[N:8]=2)[CH2:2][CH2:3][CH2:4][CH2:5][CH2:6]1. (3) Given the reactants [OH:1][CH:2]([C:6]1[CH:11]=[CH:10][C:9]([C:12]2[N:16]=[C:15]([C:17]3[O:21][N:20]=[C:19]([C:22]4[CH:27]=[CH:26][CH:25]=[CH:24][CH:23]=4)[C:18]=3[C:28]([F:31])([F:30])[F:29])[O:14][N:13]=2)=[CH:8][CH:7]=1)[C:3]([OH:5])=O.[S:32]1[CH:36]=[CH:35][C:34]([CH2:37][NH2:38])=[CH:33]1.CN1CCOCC1.CN(C(ON1N=NC2C=CC=NC1=2)=[N+](C)C)C.F[P-](F)(F)(F)(F)F, predict the reaction product. The product is: [OH:1][CH:2]([C:6]1[CH:7]=[CH:8][C:9]([C:12]2[N:16]=[C:15]([C:17]3[O:21][N:20]=[C:19]([C:22]4[CH:27]=[CH:26][CH:25]=[CH:24][CH:23]=4)[C:18]=3[C:28]([F:31])([F:29])[F:30])[O:14][N:13]=2)=[CH:10][CH:11]=1)[C:3]([NH:38][CH2:37][C:34]1[CH:35]=[CH:36][S:32][CH:33]=1)=[O:5]. (4) Given the reactants Cl.[O:2]1[CH2:6][CH2:5][CH2:4][CH:3]1[C:7](=[NH:9])[NH2:8].O.[NH2:11]N.[C:13]([NH:16][CH:17]([CH2:25][CH3:26])[C:18](=O)[C:19](OCC)=[O:20])(=[O:15])[CH3:14], predict the reaction product. The product is: [O:20]=[C:19]1[C:18]([CH:17]([NH:16][C:13](=[O:15])[CH3:14])[CH2:25][CH3:26])=[N:11][N:8]=[C:7]([CH:3]2[CH2:4][CH2:5][CH2:6][O:2]2)[NH:9]1. (5) Given the reactants Cl[C:2]1[CH:32]=[CH:31][C:5]([C:6]([NH:8][C:9]2[CH:10]=[C:11]([C:15]3[C:24]4[C:19](=[CH:20][C:21]([O:27][CH3:28])=[C:22]([O:25][CH3:26])[CH:23]=4)[N:18]=[C:17]([NH:29][CH3:30])[N:16]=3)[CH:12]=[CH:13][CH:14]=2)=[O:7])=[CH:4][N:3]=1.Cl.[CH3:34][NH:35][CH3:36].C(N(CC)CC)C.C(O)(C)C, predict the reaction product. The product is: [CH3:26][O:25][C:22]1[CH:23]=[C:24]2[C:19](=[CH:20][C:21]=1[O:27][CH3:28])[N:18]=[C:17]([NH:29][CH3:30])[N:16]=[C:15]2[C:11]1[CH:12]=[CH:13][CH:14]=[C:9]([NH:8][C:6](=[O:7])[C:5]2[CH:31]=[CH:32][C:2]([N:35]([CH3:36])[CH3:34])=[N:3][CH:4]=2)[CH:10]=1. (6) Given the reactants [Cl:1][C:2]1[CH:3]=[C:4]([NH:10][C:11]2[N:16]=[CH:15][C:14]([C@@H:17]3[CH2:21][CH2:20][N:19]([C:22](OC(C)(C)C)=O)[CH2:18]3)=[CH:13][CH:12]=2)[C:5](=[O:9])[N:6]([CH3:8])[N:7]=1.C(O)=O.C=O, predict the reaction product. The product is: [Cl:1][C:2]1[CH:3]=[C:4]([NH:10][C:11]2[CH:12]=[CH:13][C:14]([C@@H:17]3[CH2:21][CH2:20][N:19]([CH3:22])[CH2:18]3)=[CH:15][N:16]=2)[C:5](=[O:9])[N:6]([CH3:8])[N:7]=1. (7) Given the reactants [Br:1][C:2]1[CH:3]=[C:4]2[C:9](=[CH:10][CH:11]=1)[C:8](=[O:12])[N:7]([CH2:13][CH:14]1[CH2:16][CH2:15]1)[C:6]([CH2:17][N:18]1[C:26](=[O:27])C3C(=CC=CC=3)C1=O)=[C:5]2[O:29][CH2:30][CH2:31][CH2:32][CH3:33].O.NN.C(=O)([O-])O.[Na+].C(OC([O:44][C:45]([CH3:48])([CH3:47])[CH3:46])=O)([O:44][C:45]([CH3:48])([CH3:47])[CH3:46])=O, predict the reaction product. The product is: [Br:1][C:2]1[CH:3]=[C:4]2[C:9](=[CH:10][CH:11]=1)[C:8](=[O:12])[N:7]([CH2:13][CH:14]1[CH2:15][CH2:16]1)[C:6]([CH2:17][NH:18][C:26](=[O:27])[O:44][C:45]([CH3:48])([CH3:47])[CH3:46])=[C:5]2[O:29][CH2:30][CH2:31][CH2:32][CH3:33].